This data is from Forward reaction prediction with 1.9M reactions from USPTO patents (1976-2016). The task is: Predict the product of the given reaction. Given the reactants [N:1]1[CH:6]=[CH:5][C:4]([OH:7])=[CH:3][CH:2]=1.[CH:8]1(O)[CH2:11][CH2:10][CH2:9]1.C1(P(C2C=CC=CC=2)C2C=CC=CC=2)C=CC=CC=1.CC(OC(/N=N/C(OC(C)C)=O)=O)C, predict the reaction product. The product is: [CH:8]1([O:7][C:4]2[CH:5]=[CH:6][N:1]=[CH:2][CH:3]=2)[CH2:11][CH2:10][CH2:9]1.